From a dataset of NCI-60 drug combinations with 297,098 pairs across 59 cell lines. Regression. Given two drug SMILES strings and cell line genomic features, predict the synergy score measuring deviation from expected non-interaction effect. (1) Synergy scores: CSS=18.0, Synergy_ZIP=-1.39, Synergy_Bliss=2.93, Synergy_Loewe=0.202, Synergy_HSA=2.11. Drug 1: CC1CCC2CC(C(=CC=CC=CC(CC(C(=O)C(C(C(=CC(C(=O)CC(OC(=O)C3CCCCN3C(=O)C(=O)C1(O2)O)C(C)CC4CCC(C(C4)OC)O)C)C)O)OC)C)C)C)OC. Drug 2: C1CN1C2=NC(=NC(=N2)N3CC3)N4CC4. Cell line: RXF 393. (2) Drug 2: CCN(CC)CCNC(=O)C1=C(NC(=C1C)C=C2C3=C(C=CC(=C3)F)NC2=O)C. Cell line: OVCAR3. Synergy scores: CSS=-5.18, Synergy_ZIP=2.79, Synergy_Bliss=-0.297, Synergy_Loewe=-6.66, Synergy_HSA=-6.31. Drug 1: C1CCN(CC1)CCOC2=CC=C(C=C2)C(=O)C3=C(SC4=C3C=CC(=C4)O)C5=CC=C(C=C5)O. (3) Drug 1: C1=CC(=CC=C1CCC2=CNC3=C2C(=O)NC(=N3)N)C(=O)NC(CCC(=O)O)C(=O)O. Drug 2: C1=CC(=CC=C1CC(C(=O)O)N)N(CCCl)CCCl.Cl. Cell line: COLO 205. Synergy scores: CSS=55.0, Synergy_ZIP=2.73, Synergy_Bliss=3.95, Synergy_Loewe=3.51, Synergy_HSA=6.06. (4) Synergy scores: CSS=18.0, Synergy_ZIP=-3.99, Synergy_Bliss=-3.12, Synergy_Loewe=-3.94, Synergy_HSA=-4.02. Drug 1: COC1=CC(=CC(=C1O)OC)C2C3C(COC3=O)C(C4=CC5=C(C=C24)OCO5)OC6C(C(C7C(O6)COC(O7)C8=CC=CS8)O)O. Drug 2: CC1CCCC2(C(O2)CC(NC(=O)CC(C(C(=O)C(C1O)C)(C)C)O)C(=CC3=CSC(=N3)C)C)C. Cell line: SF-268. (5) Drug 1: CC1=CC=C(C=C1)C2=CC(=NN2C3=CC=C(C=C3)S(=O)(=O)N)C(F)(F)F. Synergy scores: CSS=-2.59, Synergy_ZIP=2.12, Synergy_Bliss=2.18, Synergy_Loewe=-1.56, Synergy_HSA=-0.899. Drug 2: COC1=C2C(=CC3=C1OC=C3)C=CC(=O)O2. Cell line: NCI-H460. (6) Drug 1: CC12CCC3C(C1CCC2=O)CC(=C)C4=CC(=O)C=CC34C. Drug 2: CC1=C(C=C(C=C1)NC(=O)C2=CC=C(C=C2)CN3CCN(CC3)C)NC4=NC=CC(=N4)C5=CN=CC=C5. Cell line: SR. Synergy scores: CSS=36.4, Synergy_ZIP=0.702, Synergy_Bliss=2.01, Synergy_Loewe=-0.855, Synergy_HSA=1.59. (7) Drug 2: CCCCCOC(=O)NC1=NC(=O)N(C=C1F)C2C(C(C(O2)C)O)O. Cell line: HL-60(TB). Drug 1: C1CCC(C1)C(CC#N)N2C=C(C=N2)C3=C4C=CNC4=NC=N3. Synergy scores: CSS=-18.9, Synergy_ZIP=5.89, Synergy_Bliss=-3.93, Synergy_Loewe=-15.2, Synergy_HSA=-15.5.